Dataset: Reaction yield outcomes from USPTO patents with 853,638 reactions. Task: Predict the reaction yield, written as a fraction of the theoretical maximum amount of product (1.0 means a 100% yield; for example, 0.34 means a 34% yield). (1) The reactants are [CH:1]([C:4]1[CH:9]=[CH:8][C:7]([CH:10]=[C:11]([CH3:14])[CH2:12]O)=[CH:6][CH:5]=1)([CH3:3])[CH3:2].P(Br)(Br)[Br:16].O. The catalyst is C(OC(C)C)(C)C. The product is [Br:16][CH2:12][C:11]([CH3:14])=[CH:10][C:7]1[CH:8]=[CH:9][C:4]([CH:1]([CH3:3])[CH3:2])=[CH:5][CH:6]=1. The yield is 0.910. (2) The reactants are [CH3:1][O:2][C:3]([C:5]1[S:9][C:8]([N:10]2[CH2:15][CH2:14][NH:13][CH2:12][CH2:11]2)=[N:7][CH:6]=1)=[O:4].[F:16][C:17]([F:30])([F:29])[O:18][C:19]1[CH:24]=[CH:23][C:22]([S:25](Cl)(=[O:27])=[O:26])=[CH:21][CH:20]=1.C(N(CC)CC)C.O. The catalyst is ClCCl. The product is [CH3:1][O:2][C:3]([C:5]1[S:9][C:8]([N:10]2[CH2:11][CH2:12][N:13]([S:25]([C:22]3[CH:21]=[CH:20][C:19]([O:18][C:17]([F:16])([F:29])[F:30])=[CH:24][CH:23]=3)(=[O:27])=[O:26])[CH2:14][CH2:15]2)=[N:7][CH:6]=1)=[O:4]. The yield is 0.788. (3) The reactants are [N:1]([C:4]1([CH2:20][C:21](OCC)=[O:22])[C:17]2[CH:16]=[C:15]([Cl:18])[N:14]=[CH:13][C:12]=2[O:11][C:10]2[C:5]1=[CH:6][C:7]([Br:19])=[CH:8][CH:9]=2)=[N+]=[N-].[H-].[H-].[H-].[H-].[Li+].[Al+3]. The catalyst is C1COCC1. The product is [NH2:1][C:4]1([CH2:20][CH2:21][OH:22])[C:17]2[CH:16]=[C:15]([Cl:18])[N:14]=[CH:13][C:12]=2[O:11][C:10]2[C:5]1=[CH:6][C:7]([Br:19])=[CH:8][CH:9]=2. The yield is 0.406. (4) The reactants are [N:1]12[CH2:8][CH2:7][C:4]([C:9]([C:17]3[CH:22]=[CH:21][CH:20]=[CH:19][CH:18]=3)([C:11]3[CH:16]=[CH:15][CH:14]=[CH:13][CH:12]=3)[OH:10])([CH2:5][CH2:6]1)[CH2:3][CH2:2]2.[Br:23][CH2:24][CH2:25][N:26]1[C:34](=[O:35])[C:33]2[C:28](=[CH:29][CH:30]=[CH:31][CH:32]=2)[C:27]1=[O:36]. The catalyst is CC#N. The product is [Br-:23].[O:36]=[C:27]1[C:28]2[C:33](=[CH:32][CH:31]=[CH:30][CH:29]=2)[C:34](=[O:35])[N:26]1[CH2:25][CH2:24][N+:1]12[CH2:6][CH2:5][C:4]([C:9]([OH:10])([C:17]3[CH:22]=[CH:21][CH:20]=[CH:19][CH:18]=3)[C:11]3[CH:12]=[CH:13][CH:14]=[CH:15][CH:16]=3)([CH2:3][CH2:2]1)[CH2:7][CH2:8]2. The yield is 0.518. (5) The reactants are [CH2:1]([N:3]1[CH:7]=[C:6]([CH:8]=[O:9])[C:5]([CH3:10])=[N:4]1)[CH3:2].C(=O)([O-])[O-].[K+].[K+].[Cl:17][C:18]1[N:23]=C(Cl)C=[CH:20][N:19]=1. The catalyst is CN(C)C=O.C(OCC)(=O)C. The product is [Cl:17][C:18]1[N:23]=[C:1]([N:3]2[CH:7]=[C:6]([CH:8]=[O:9])[C:5]([CH3:10])=[N:4]2)[CH:2]=[CH:20][N:19]=1. The yield is 0.420.